Dataset: CYP2C19 inhibition data for predicting drug metabolism from PubChem BioAssay. Task: Regression/Classification. Given a drug SMILES string, predict its absorption, distribution, metabolism, or excretion properties. Task type varies by dataset: regression for continuous measurements (e.g., permeability, clearance, half-life) or binary classification for categorical outcomes (e.g., BBB penetration, CYP inhibition). Dataset: cyp2c19_veith. (1) The molecule is CCOC(=O)C1CCCN(C(=O)/C=C/c2cccc([N+](=O)[O-])c2)C1. The result is 1 (inhibitor). (2) The molecule is N#Cc1cccc(-c2nc3cnc(N4CCOCC4)nc3n(C[C@H]3CCCO3)c2=O)c1. The result is 0 (non-inhibitor). (3) The molecule is CC(CN1C(=O)/C(=C/c2ccc(C#N)cc2)NC1=S)Cn1ccnc1. The result is 1 (inhibitor). (4) The compound is O=C(Cn1cnc([N+](=O)[O-])c1)NCc1ccc(F)cc1. The result is 0 (non-inhibitor). (5) The molecule is CSc1ncnc2c1ncn2[C@@H]1O[C@@H](CO)[C@H](O)O[C@@H]1O. The result is 0 (non-inhibitor). (6) The drug is CC[C@H](NC(C)C)[C@H](O)c1ccc(O)c2[nH]c(=O)ccc12. The result is 1 (inhibitor). (7) The molecule is O=c1c(-c2ccccc2)c(O)c2cccc3c2n1CCC3. The result is 0 (non-inhibitor). (8) The compound is Cc1cc(C(=O)CSc2nnc(-c3ccccc3)o2)c(C)n1CC1COc2ccccc2O1. The result is 1 (inhibitor).